Dataset: Full USPTO retrosynthesis dataset with 1.9M reactions from patents (1976-2016). Task: Predict the reactants needed to synthesize the given product. (1) Given the product [Cl:1][C:2]1[NH:3][C:4](=[O:15])[C:5]2[N:10]([CH3:11])[N:9]=[C:8]([CH:12]3[CH2:21][CH2:17][CH2:14][CH2:13]3)[C:6]=2[N:7]=1, predict the reactants needed to synthesize it. The reactants are: [Cl:1][C:2]1[NH:3][C:4](=[O:15])[C:5]2[N:10]([CH3:11])[N:9]=[C:8]([CH2:12][CH2:13][CH3:14])[C:6]=2[N:7]=1.N[C:17]1C(C2CCCC2)=NN(C)[C:21]=1C(N)=O. (2) Given the product [Cl:8][C:4]1[CH:5]=[CH:6][CH:7]=[C:2]([Cl:1])[C:3]=1[C:9]1[C:13]([CH2:14][O:15][C:16]2[CH:17]=[CH:18][C:19]([C:35]3[CH:36]=[CH:37][C:38]4[S:42][C:41]([C:43]([OH:45])=[O:44])=[CH:40][C:39]=4[CH:46]=3)=[CH:20][CH:21]=2)=[C:12]([CH:31]([CH3:33])[CH3:32])[O:11][N:10]=1, predict the reactants needed to synthesize it. The reactants are: [Cl:1][C:2]1[CH:7]=[CH:6][CH:5]=[C:4]([Cl:8])[C:3]=1[C:9]1[C:13]([CH2:14][O:15][C:16]2[CH:21]=[CH:20][C:19](B3OC(C)(C)C(C)(C)O3)=[CH:18][CH:17]=2)=[C:12]([CH:31]([CH3:33])[CH3:32])[O:11][N:10]=1.Br[C:35]1[CH:36]=[CH:37][C:38]2[S:42][C:41]([C:43]([OH:45])=[O:44])=[CH:40][C:39]=2[CH:46]=1.C(=O)([O-])[O-].[Na+].[Na+].Cl. (3) Given the product [CH2:1]([NH:10][CH2:14][CH:15]([C:20]([F:23])([F:22])[F:21])[C:16]([F:19])([F:18])[F:17])[CH2:2][CH2:3][CH2:4][CH2:5][CH2:6][CH2:7][CH2:8][CH3:9], predict the reactants needed to synthesize it. The reactants are: [CH2:1]([NH2:10])[CH2:2][CH2:3][CH2:4][CH2:5][CH2:6][CH2:7][CH2:8][CH3:9].C(#N)C.[CH2:14]=[C:15]([C:20]([F:23])([F:22])[F:21])[C:16]([F:19])([F:18])[F:17]. (4) Given the product [CH3:44][O:43][C:40]1[CH:41]=[CH:42][C:26]([C:24]([C:21]2[CH:22]=[N:23][C:18]([O:14][CH2:13][C:3]3[N:4]=[C:5]([C:7]4[CH:12]=[CH:11][CH:10]=[CH:9][CH:8]=4)[O:6][C:2]=3[CH3:1])=[CH:19][CH:20]=2)=[O:25])=[C:27]([CH:39]=1)[O:28][C:29]([CH3:38])([CH3:37])[C:30]([O:32][C:33]([CH3:34])([CH3:35])[CH3:36])=[O:31], predict the reactants needed to synthesize it. The reactants are: [CH3:1][C:2]1[O:6][C:5]([C:7]2[CH:12]=[CH:11][CH:10]=[CH:9][CH:8]=2)=[N:4][C:3]=1[CH2:13][OH:14].[H-].[Na+].Cl[C:18]1[N:23]=[CH:22][C:21]([C:24]([C:26]2[CH:42]=[CH:41][C:40]([O:43][CH3:44])=[CH:39][C:27]=2[O:28][C:29]([CH3:38])([CH3:37])[C:30]([O:32][C:33]([CH3:36])([CH3:35])[CH3:34])=[O:31])=[O:25])=[CH:20][CH:19]=1.[Cl-].[NH4+]. (5) Given the product [C:15]1([CH:14]([C:21]2[CH:26]=[CH:25][CH:24]=[CH:23][CH:22]=2)[CH2:13][NH:12][C:10]2[C:9]3[C:4](=[CH:5][CH:6]=[CH:7][CH:8]=3)[N:3]=[C:2]([C:63]3[C:64]4[N:59]([CH:58]=[CH:57][N:56]=4)[CH:60]=[CH:61][CH:62]=3)[N:11]=2)[CH:20]=[CH:19][CH:18]=[CH:17][CH:16]=1, predict the reactants needed to synthesize it. The reactants are: Cl[C:2]1[N:11]=[C:10]([NH:12][CH2:13][CH:14]([C:21]2[CH:26]=[CH:25][CH:24]=[CH:23][CH:22]=2)[C:15]2[CH:20]=[CH:19][CH:18]=[CH:17][CH:16]=2)[C:9]2[C:4](=[CH:5][CH:6]=[CH:7][CH:8]=2)[N:3]=1.NC1C(B(O)O)=CC=CN=1.N1C=CN2C=C(C3N=C([NH:56][CH2:57][CH:58](C4C=CC=CC=4)[N:59]4[CH2:64][CH2:63][CH2:62][CH2:61][CH2:60]4)C4C(=CC=CC=4)N=3)C=NC=12. (6) Given the product [CH2:8]([CH:4]([CH2:1][CH2:2][CH3:3])[C:5]([C:19]1[CH:20]=[CH:21][C:16]([CH:15]=[CH:14][C:13]([OH:23])=[O:12])=[CH:17][CH:18]=1)=[O:7])[CH2:9][CH3:10], predict the reactants needed to synthesize it. The reactants are: [CH2:1]([CH:4]([CH2:8][CH2:9][CH3:10])[C:5]([OH:7])=O)[CH2:2][CH3:3].C[O:12][C:13](=[O:23])[CH:14]=[CH:15][C:16]1[CH:21]=[CH:20][C:19](N)=[CH:18][CH:17]=1. (7) Given the product [NH2:11][C:10]1[C:5]([C:3]([OH:2])=[O:4])=[N:6][C:7]([Cl:17])=[C:8]([C:12]([F:15])([F:14])[F:13])[CH:9]=1, predict the reactants needed to synthesize it. The reactants are: C[O:2][C:3]([C:5]1[C:10]([NH2:11])=[CH:9][C:8]([C:12]([F:15])([F:14])[F:13])=[C:7](Br)[N:6]=1)=[O:4].[ClH:17]. (8) Given the product [CH3:1][O:2][C:3]([C:5]1[CH:6]=[CH:7][C:8]([C:11]([Cl:16])=[O:13])=[N:9][CH:10]=1)=[O:4], predict the reactants needed to synthesize it. The reactants are: [CH3:1][O:2][C:3]([C:5]1[CH:6]=[CH:7][C:8]([C:11]([OH:13])=O)=[N:9][CH:10]=1)=[O:4].S(Cl)([Cl:16])=O. (9) The reactants are: C([O:4][C@@H:5]1[C@@H:10]([O:11]C(=O)C)[C@H:9]([O:15]C(=O)C)[C@@H:8]([CH2:19][O:20]C(=O)C)[O:7][C@H:6]1[C:24]1[CH:29]=[CH:28][C:27]([Cl:30])=[C:26]([C:31]([C:34]2[CH:39]=[CH:38][C:37]([O:40][CH2:41][CH3:42])=[CH:36][CH:35]=2)([F:33])[CH3:32])[CH:25]=1)(=O)C.ClC1C=CC([C@@H]2O[C@H](CO)[C@@H](O)[C@H](O)[C@H]2O)=CC=1C(F)CC1C=CC(OCC)=CC=1. Given the product [Cl:30][C:27]1[CH:28]=[CH:29][C:24]([C@@H:6]2[O:7][C@H:8]([CH2:19][OH:20])[C@@H:9]([OH:15])[C@H:10]([OH:11])[C@H:5]2[OH:4])=[CH:25][C:26]=1[C:31]([C:34]1[CH:35]=[CH:36][C:37]([O:40][CH2:41][CH3:42])=[CH:38][CH:39]=1)([F:33])[CH3:32], predict the reactants needed to synthesize it.